From a dataset of Full USPTO retrosynthesis dataset with 1.9M reactions from patents (1976-2016). Predict the reactants needed to synthesize the given product. (1) Given the product [C:1]([N:4]1[CH2:9][CH2:8][C:7]2[N:10]([CH2:23][CH:24]([F:47])[CH2:25][N:26]3[CH2:31][CH2:30][N:29]([C:32]4[CH:39]=[CH:38][CH:37]=[CH:36][C:33]=4[C:34]#[N:35])[CH2:28][CH2:27]3)[N:11]=[C:12]([C:13]3[CH:18]=[CH:17][C:16]([C:19]([F:22])([F:21])[F:20])=[CH:15][CH:14]=3)[C:6]=2[CH2:5]1)(=[O:3])[CH3:2], predict the reactants needed to synthesize it. The reactants are: [C:1]([N:4]1[CH2:9][CH2:8][C:7]2[N:10]([CH2:23][CH:24](O)[CH2:25][N:26]3[CH2:31][CH2:30][N:29]([C:32]4[CH:39]=[CH:38][CH:37]=[CH:36][C:33]=4[C:34]#[N:35])[CH2:28][CH2:27]3)[N:11]=[C:12]([C:13]3[CH:18]=[CH:17][C:16]([C:19]([F:22])([F:21])[F:20])=[CH:15][CH:14]=3)[C:6]=2[CH2:5]1)(=[O:3])[CH3:2].CCN(S(F)(F)[F:47])CC.CO.C(Cl)Cl. (2) Given the product [Br:1][C:2]1[CH:3]=[C:4]([NH:23][CH2:42][C:41]2[NH:40][CH:39]=[N:38][C:37]=2[C:31]2[CH:36]=[CH:35][CH:34]=[CH:33][CH:32]=2)[CH:5]=[C:6]2[C:11]=1[N:10]=[CH:9][C:8]([C:12]#[N:13])=[C:7]2[NH:14][C:15]1[CH:20]=[CH:19][C:18]([F:21])=[C:17]([Cl:22])[CH:16]=1, predict the reactants needed to synthesize it. The reactants are: [Br:1][C:2]1[CH:3]=[C:4]([NH:23]CC2C=CC=CN=2)[CH:5]=[C:6]2[C:11]=1[N:10]=[CH:9][C:8]([C:12]#[N:13])=[C:7]2[NH:14][C:15]1[CH:20]=[CH:19][C:18]([F:21])=[C:17]([Cl:22])[CH:16]=1.[C:31]1([C:37]2[N:38]=[CH:39][NH:40][C:41]=2[CH:42]=O)[CH:36]=[CH:35][CH:34]=[CH:33][CH:32]=1.[BH3-]C#N.[Na+].NC1C=C2C(=CC=1)N=CC=C2. (3) Given the product [SH:1][SiH3:2].[CH2:16]=[CH:15][O:14][CH2:13][CH:7]1[CH2:8][CH2:9][CH:10]([CH2:15][O:14][CH:13]=[CH2:7])[CH2:11][CH2:12]1, predict the reactants needed to synthesize it. The reactants are: [SH:1][SiH3:2].C(OC[C:7]1([CH2:13][O:14][CH:15]=[CH2:16])[CH2:12][CH2:11][CH2:10][CH2:9][CH2:8]1)=C. (4) Given the product [Cl:26][C:7]1[C:8]([C:12]([NH:14][CH2:15][C:16]23[CH2:25][CH:20]4[CH2:19][CH:18]([CH2:24][CH:22]([CH2:21]4)[CH2:23]2)[CH2:17]3)=[O:13])=[C:9]2[C:4](=[CH:5][CH:6]=1)[N:3]=[C:2]([N:42]1[CH2:43][CH2:44][CH:39]([C:37]([OH:38])=[O:36])[CH2:40][CH2:41]1)[CH:11]=[CH:10]2, predict the reactants needed to synthesize it. The reactants are: Cl[C:2]1[CH:11]=[CH:10][C:9]2[C:8]([C:12]([NH:14][CH2:15][C:16]34[CH2:25][CH:20]5[CH2:21][CH:22]([CH2:24][CH:18]([CH2:19]5)[CH2:17]3)[CH2:23]4)=[O:13])=[C:7]([Cl:26])[CH:6]=[CH:5][C:4]=2[N:3]=1.C(N(CC)CC)C.C([O:36][C:37]([CH:39]1[CH2:44][CH2:43][NH:42][CH2:41][CH2:40]1)=[O:38])C. (5) Given the product [CH3:1][O:2][CH2:3][CH2:4][O:5][C:6]1[C:15]([O:16][C:17]([C:19]2[CH:24]=[CH:23][CH:22]=[CH:21][CH:20]=2)=[O:18])=[CH:14][C:13]([N+:25]([O-:27])=[O:26])=[CH:12][C:7]=1[C:8]([O:10][CH3:11])=[O:9], predict the reactants needed to synthesize it. The reactants are: [CH3:1][O:2][CH2:3][CH2:4][O:5][C:6]1[C:15]([O:16][C:17]([C:19]2[CH:24]=[CH:23][CH:22]=[CH:21][CH:20]=2)=[O:18])=[CH:14][CH:13]=[CH:12][C:7]=1[C:8]([O:10][CH3:11])=[O:9].[N+:25]([O-])([OH:27])=[O:26].S(=O)(=O)(O)O. (6) Given the product [ClH:21].[I:1][C:2]1[NH:6][C:5]([C@@H:7]2[CH2:11][C@H:10]([CH3:12])[CH2:9][NH:8]2)=[N:4][C:3]=1[CH3:20], predict the reactants needed to synthesize it. The reactants are: [I:1][C:2]1[NH:6][C:5]([C@@H:7]2[CH2:11][C@H:10]([CH3:12])[CH2:9][N:8]2C(OC(C)(C)C)=O)=[N:4][C:3]=1[CH3:20].[ClH:21]. (7) Given the product [N:23]1([CH2:2][CH2:3][CH2:4][O:5][C:6]2[CH:14]=[CH:13][C:9]([C:10]([O:12][CH3:15])=[O:11])=[CH:8][CH:7]=2)[CH2:28][CH2:27][CH2:26][CH2:25][CH2:24]1, predict the reactants needed to synthesize it. The reactants are: Cl[CH2:2][CH2:3][CH2:4][O:5][C:6]1[CH:14]=[CH:13][C:9]([C:10]([O-:12])=[O:11])=[CH:8][CH:7]=1.[C:15](=O)([O-])[O-].[K+].[K+].[I-].[Na+].[NH:23]1[CH2:28][CH2:27][CH2:26][CH2:25][CH2:24]1. (8) The reactants are: [CH3:1][S:2](Cl)(=[O:4])=[O:3].[C:6]([O:10][C:11](=[O:42])[NH:12][C@H:13]([C@@H:26]1[O:30][C:29](=[O:31])[N:28]([CH2:32][C:33]2[CH:38]=[CH:37][CH:36]=[C:35]([CH:39]([CH3:41])[CH3:40])[CH:34]=2)[CH2:27]1)[CH2:14][C:15]1[CH:20]=[CH:19][CH:18]=[C:17]([O:21][CH2:22][CH2:23][CH2:24][OH:25])[CH:16]=1)([CH3:9])([CH3:8])[CH3:7].C(N(CC)CC)C. Given the product [C:6]([O:10][C:11]([NH:12][C@H:13]([C@@H:26]1[O:30][C:29](=[O:31])[N:28]([CH2:32][C:33]2[CH:38]=[CH:37][CH:36]=[C:35]([CH:39]([CH3:40])[CH3:41])[CH:34]=2)[CH2:27]1)[CH2:14][C:15]1[CH:16]=[C:17]([CH:18]=[CH:19][CH:20]=1)[O:21][CH2:22][CH2:23][CH2:24][O:25][S:2]([CH3:1])(=[O:4])=[O:3])=[O:42])([CH3:8])([CH3:9])[CH3:7], predict the reactants needed to synthesize it. (9) The reactants are: [NH2:1][C:2]1[CH:7]=[CH:6][C:5]([N:8]2[C:14](=[O:15])[CH2:13][C:12](=[O:16])[NH:11][C:10]3[C:17]4[C:22]([CH:23]=[CH:24][C:9]2=3)=[CH:21][CH:20]=[CH:19][CH:18]=4)=[CH:4][CH:3]=1.[Br:25][C:26]1[CH:31]=[CH:30][CH:29]=[CH:28][C:27]=1[CH2:32][S:33](Cl)(=[O:35])=[O:34]. Given the product [Br:25][C:26]1[CH:31]=[CH:30][CH:29]=[CH:28][C:27]=1[CH2:32][S:33]([NH:1][C:2]1[CH:7]=[CH:6][C:5]([N:8]2[C:14](=[O:15])[CH2:13][C:12](=[O:16])[NH:11][C:10]3[C:17]4[C:22]([CH:23]=[CH:24][C:9]2=3)=[CH:21][CH:20]=[CH:19][CH:18]=4)=[CH:4][CH:3]=1)(=[O:35])=[O:34], predict the reactants needed to synthesize it.